From a dataset of Forward reaction prediction with 1.9M reactions from USPTO patents (1976-2016). Predict the product of the given reaction. (1) Given the reactants [Br:1][C:2]1[N:7]=[C:6]([CH:8]([C:10]2[CH:15]=[CH:14][CH:13]=[C:12]([Br:16])[N:11]=2)O)[CH:5]=[CH:4][CH:3]=1.C1(P(C2C=CC=CC=2)C2C=CC=CC=2)C=CC=CC=1.C(Cl)(Cl)(Cl)[Cl:37], predict the reaction product. The product is: [Br:1][C:2]1[CH:3]=[CH:4][CH:5]=[C:6]([CH:8]([C:10]2[CH:15]=[CH:14][CH:13]=[C:12]([Br:16])[N:11]=2)[Cl:37])[N:7]=1. (2) Given the reactants [Br:1][C:2]1[CH:10]=[CH:9][C:5]([C:6](O)=[O:7])=[CH:4][C:3]=1[F:11].O, predict the reaction product. The product is: [Br:1][C:2]1[CH:10]=[CH:9][C:5]([CH2:6][OH:7])=[CH:4][C:3]=1[F:11]. (3) Given the reactants C(N[C:4]1[CH:9]=[CH:8][CH:7]=[CH:6][CH:5]=1)C.[CH:10]([N:13]([SiH3:17])C(C)C)(C)[CH3:11], predict the reaction product. The product is: [C:4]1([CH2:11][CH2:10][NH:13][SiH3:17])[CH:5]=[CH:6][CH:7]=[CH:8][CH:9]=1. (4) The product is: [N:1]1[CH:6]=[CH:5][CH:4]=[C:3]([C:7]2[CH:8]=[C:9]3[C:19]4[C:14](=[N:15][CH:16]=[C:17]([C:20]5[CH:37]=[CH:36][C:23]([O:24][CH2:25][CH2:26][CH2:27][NH2:28])=[CH:22][CH:21]=5)[CH:18]=4)[NH:13][C:10]3=[CH:11][N:12]=2)[CH:2]=1. Given the reactants [N:1]1[CH:6]=[CH:5][CH:4]=[C:3]([C:7]2[CH:8]=[C:9]3[C:19]4[C:14](=[N:15][CH:16]=[C:17]([C:20]5[CH:37]=[CH:36][C:23]([O:24][CH2:25][CH2:26][CH2:27][NH:28]C(=O)OC(C)(C)C)=[CH:22][CH:21]=5)[CH:18]=4)[NH:13][C:10]3=[CH:11][N:12]=2)[CH:2]=1.FC(F)(F)C(O)=O.C(=O)(O)[O-].[Na+], predict the reaction product. (5) Given the reactants [NH2:1][C:2]1[CH:3]=[C:4]([C:11]2[N:12]=[C:13]([NH:16][C:17](=[O:23])[O:18][C:19]([CH3:22])([CH3:21])[CH3:20])[S:14][CH:15]=2)[CH:5]=[CH:6][C:7]=1[N+:8]([O-:10])=[O:9].[CH3:24][O:25][C:26]1[CH:34]=[CH:33][C:29]([C:30](Cl)=[O:31])=[CH:28][CH:27]=1, predict the reaction product. The product is: [CH3:24][O:25][C:26]1[CH:34]=[CH:33][C:29]([C:30]([NH:1][C:2]2[CH:3]=[C:4]([C:11]3[N:12]=[C:13]([NH:16][C:17](=[O:23])[O:18][C:19]([CH3:20])([CH3:22])[CH3:21])[S:14][CH:15]=3)[CH:5]=[CH:6][C:7]=2[N+:8]([O-:10])=[O:9])=[O:31])=[CH:28][CH:27]=1. (6) Given the reactants [F:1][C:2]1[CH:18]=[CH:17][C:5]([C:6]([NH:8][CH2:9][C:10]2[CH:15]=[CH:14][C:13]([F:16])=[CH:12][CH:11]=2)=O)=[CH:4][CH:3]=1.B(F)(F)F.CCOCC.S(C)C.[OH-].[Na+].[ClH:33], predict the reaction product. The product is: [ClH:33].[F:1][C:2]1[CH:3]=[CH:4][C:5]([CH2:6][NH:8][CH2:9][C:10]2[CH:15]=[CH:14][C:13]([F:16])=[CH:12][CH:11]=2)=[CH:17][CH:18]=1.